From a dataset of Forward reaction prediction with 1.9M reactions from USPTO patents (1976-2016). Predict the product of the given reaction. (1) Given the reactants [F:1][C:2]([F:7])([F:6])[C:3]([OH:5])=[O:4].[C:8]([C:10]1[CH:11]=[C:12]([C:20]2[O:24][N:23]=[C:22]([C:25]3[CH:45]=[CH:44][C:28]4[CH2:29][CH2:30][N:31]([C:34]([CH3:43])([CH3:42])[C:35]([O:37]C(C)(C)C)=[O:36])[CH2:32][CH2:33][C:27]=4[CH:26]=3)[N:21]=2)[CH:13]=[CH:14][C:15]=1[O:16][CH:17]([CH3:19])[CH3:18])#[N:9], predict the reaction product. The product is: [F:1][C:2]([F:7])([F:6])[C:3]([OH:5])=[O:4].[C:8]([C:10]1[CH:11]=[C:12]([C:20]2[O:24][N:23]=[C:22]([C:25]3[CH:45]=[CH:44][C:28]4[CH2:29][CH2:30][N:31]([C:34]([CH3:43])([CH3:42])[C:35]([OH:37])=[O:36])[CH2:32][CH2:33][C:27]=4[CH:26]=3)[N:21]=2)[CH:13]=[CH:14][C:15]=1[O:16][CH:17]([CH3:19])[CH3:18])#[N:9]. (2) Given the reactants Br[C:2]1[CH:10]=[C:9]2[C:5]([C:6]([C:11]3[CH:12]=[N:13][CH:14]=[N:15][CH:16]=3)=[N:7][NH:8]2)=[CH:4][CH:3]=1.[CH2:17]([NH:19][C:20](=[O:37])[C:21]1[CH:26]=[CH:25][C:24]([CH3:27])=[C:23](B2OC(C)(C)C(C)(C)O2)[CH:22]=1)[CH3:18].C(=O)([O-])O.[Na+], predict the reaction product. The product is: [CH2:17]([NH:19][C:20](=[O:37])[C:21]1[CH:26]=[C:25]([C:2]2[CH:10]=[C:9]3[C:5]([C:6]([C:11]4[CH:12]=[N:13][CH:14]=[N:15][CH:16]=4)=[N:7][NH:8]3)=[CH:4][CH:3]=2)[C:24]([CH3:27])=[CH:23][CH:22]=1)[CH3:18]. (3) Given the reactants [CH2:10](P([CH2:10][CH2:11][CH2:12][CH3:13])[CH2:10][CH2:11][CH2:12][CH3:13])[CH2:11][CH2:12][CH3:13].C(NC(C)C)(C)C.Br[C:22]1[CH:23]=[C:24]([C:28](=[O:41])[C:29]([C:31]2[CH:36]=[CH:35][C:34]([O:37][CH:38]([F:40])[F:39])=[CH:33][CH:32]=2)=[O:30])[CH:25]=[CH:26][CH:27]=1.[O:42]1CCOCC1, predict the reaction product. The product is: [F:39][CH:38]([F:40])[O:37][C:34]1[CH:35]=[CH:36][C:31]([C:29](=[O:30])[C:28]([C:24]2[CH:25]=[CH:26][CH:27]=[C:22]([C:13]#[C:12][CH2:11][CH2:10][OH:42])[CH:23]=2)=[O:41])=[CH:32][CH:33]=1. (4) Given the reactants [N+:1]([C:4]1[CH:5]=[C:6]([OH:10])[CH:7]=[CH:8][CH:9]=1)([O-:3])=[O:2].C[N:12]([CH3:19])[C:13]1[CH:18]=[CH:17][CH:16]=[CH:15][CH:14]=1.ClC(Cl)(O[C:24](=[O:30])OC(Cl)(Cl)Cl)Cl.[CH2:32]1COCC1, predict the reaction product. The product is: [CH2:16]([CH:17]1[CH2:18][CH2:13][N:12]([C:24]([O:10][C:6]2[CH:7]=[CH:8][CH:9]=[C:4]([N+:1]([O-:3])=[O:2])[CH:5]=2)=[O:30])[CH2:19][CH2:32]1)[C:15]#[CH:14]. (5) Given the reactants Cl[C:2]1[N:3]=[CH:4][C:5](I)=[C:6]2[C:11]=1[N:10]=[C:9]([CH3:12])[CH:8]=[CH:7]2.[N:14]1[CH:19]=[C:18](B(O)O)[CH:17]=[N:16][CH:15]=1.[NH2:23][C:24]1[S:25][CH:26]=[C:27]([C:29]([F:32])([F:31])[F:30])[N:28]=1, predict the reaction product. The product is: [CH3:12][C:9]1[CH:8]=[CH:7][C:6]2[C:11](=[C:2]([NH:23][C:24]3[S:25][CH:26]=[C:27]([C:29]([F:32])([F:31])[F:30])[N:28]=3)[N:3]=[CH:4][C:5]=2[C:18]2[CH:19]=[N:14][CH:15]=[N:16][CH:17]=2)[N:10]=1. (6) Given the reactants [CH3:1][O:2][C:3](=[O:16])[C:4]1[CH:9]=[CH:8][C:7]([C:10]#[C:11][Si](C)(C)C)=[CH:6][CH:5]=1.C([O-])([O-])=O.[K+].[K+], predict the reaction product. The product is: [CH3:1][O:2][C:3](=[O:16])[C:4]1[CH:9]=[CH:8][C:7]([C:10]#[CH:11])=[CH:6][CH:5]=1. (7) Given the reactants [OH:1][CH:2]1[CH2:7][CH2:6][N:5]([NH:8][C:9]([C:11]2[C:15]([CH3:16])=[C:14]([C:17]3[CH:22]=[CH:21][C:20]([OH:23])=[CH:19][CH:18]=3)[N:13]([C:24]3[CH:29]=[CH:28][C:27]([Cl:30])=[CH:26][C:25]=3[Cl:31])[N:12]=2)=[O:10])[CH2:4][CH2:3]1.C1COCC1.CCN(CC)CC.[F:44][C:45]([F:53])([F:52])[CH2:46][CH2:47][S:48](Cl)(=[O:50])=[O:49], predict the reaction product. The product is: [Cl:31][C:25]1[CH:26]=[C:27]([Cl:30])[CH:28]=[CH:29][C:24]=1[N:13]1[C:14]([C:17]2[CH:18]=[CH:19][C:20]([O:23][S:48]([CH2:47][CH2:46][C:45]([F:53])([F:52])[F:44])(=[O:50])=[O:49])=[CH:21][CH:22]=2)=[C:15]([CH3:16])[C:11]([C:9](=[O:10])[NH:8][N:5]2[CH2:6][CH2:7][CH:2]([OH:1])[CH2:3][CH2:4]2)=[N:12]1. (8) Given the reactants [CH:1]1([N:4]([CH2:28][CH3:29])[C:5]2[N:10]=[CH:9][C:8]([CH2:11][N:12]([C:21]3[CH:26]=[CH:25][C:24]([F:27])=[CH:23][CH:22]=3)[C:13]([CH:15]3[CH2:20][CH2:19][NH:18][CH2:17][CH2:16]3)=[O:14])=[CH:7][CH:6]=2)[CH2:3][CH2:2]1.[CH2:30](Br)[C:31]1[CH:36]=[CH:35][CH:34]=[CH:33][CH:32]=1.C(=O)([O-])[O-].[K+].[K+], predict the reaction product. The product is: [CH:1]1([N:4]([CH2:28][CH3:29])[C:5]2[N:10]=[CH:9][C:8]([CH2:11][N:12]([C:21]3[CH:22]=[CH:23][C:24]([F:27])=[CH:25][CH:26]=3)[C:13]([CH:15]3[CH2:16][CH2:17][N:18]([CH2:30][C:31]4[CH:36]=[CH:35][CH:34]=[CH:33][CH:32]=4)[CH2:19][CH2:20]3)=[O:14])=[CH:7][CH:6]=2)[CH2:2][CH2:3]1. (9) Given the reactants [CH3:1][NH:2][C:3]1[C:8]([NH2:9])=[CH:7][CH:6]=[CH:5][N:4]=1.I[C:11]1[CH:16]=[CH:15][CH:14]=[CH:13][CH:12]=1.CC([O-])(C)C.[Na+].C1(P(C2C=CC=CC=2)C2C=CC=C3C=2C(C2C4C(=CC=CC=4P(C4C=CC=CC=4)C4C=CC=CC=4)C=CC=2)=CC=C3)C=CC=CC=1, predict the reaction product. The product is: [CH3:1][NH:2][C:3]1[C:8]([NH:9][C:11]2[CH:16]=[CH:15][CH:14]=[CH:13][CH:12]=2)=[CH:7][CH:6]=[CH:5][N:4]=1.